Dataset: Reaction yield outcomes from USPTO patents with 853,638 reactions. Task: Predict the reaction yield, written as a fraction of the theoretical maximum amount of product (1.0 means a 100% yield; for example, 0.34 means a 34% yield). (1) The reactants are Br[C:2]1[CH:3]=[C:4]([C:15]([O:17]C)=[O:16])[C:5]2[C:6]([CH3:14])=[CH:7][N:8]([CH:11]([CH3:13])[CH3:12])[C:9]=2[CH:10]=1.[CH3:19][S:20]([OH:22])=[O:21].CNCCNC. The yield is 0.250. The catalyst is CS(C)=O. The product is [CH:11]([N:8]1[C:9]2[CH:10]=[C:2]([S:20]([CH3:19])(=[O:22])=[O:21])[CH:3]=[C:4]([C:15]([OH:17])=[O:16])[C:5]=2[C:6]([CH3:14])=[CH:7]1)([CH3:13])[CH3:12]. (2) The reactants are [Br:1][C:2]1[CH:3]=[C:4]2[C:8](=[CH:9][CH:10]=1)[N:7]([CH:11]1[CH2:16][CH2:15][CH2:14][CH2:13][O:12]1)[N:6]=[C:5]2[C:17]1[NH:21][C:20]([C:22]2[CH:27]=[CH:26][N:25]=[CH:24][CH:23]=2)=[N:19][CH:18]=1.[H-].[Na+].[CH3:30][Si:31]([CH3:38])([CH3:37])[CH2:32][CH2:33][O:34][CH2:35]Cl. The catalyst is C1COCC1.CCOC(C)=O. The product is [Br:1][C:2]1[CH:3]=[C:4]2[C:8](=[CH:9][CH:10]=1)[N:7]([CH:11]1[CH2:16][CH2:15][CH2:14][CH2:13][O:12]1)[N:6]=[C:5]2[C:17]1[N:21]([CH2:35][O:34][CH2:33][CH2:32][Si:31]([CH3:38])([CH3:37])[CH3:30])[C:20]([C:22]2[CH:23]=[CH:24][N:25]=[CH:26][CH:27]=2)=[N:19][CH:18]=1. The yield is 0.860.